This data is from Peptide-MHC class I binding affinity with 185,985 pairs from IEDB/IMGT. The task is: Regression. Given a peptide amino acid sequence and an MHC pseudo amino acid sequence, predict their binding affinity value. This is MHC class I binding data. (1) The peptide sequence is YTAVVPLVC. The binding affinity (normalized) is 0.613. The MHC is HLA-B58:01 with pseudo-sequence HLA-B58:01. (2) The peptide sequence is PVYLMTLMK. The MHC is HLA-A11:01 with pseudo-sequence HLA-A11:01. The binding affinity (normalized) is 0.512. (3) The peptide sequence is TTSKMLLNRF. The MHC is HLA-A26:01 with pseudo-sequence HLA-A26:01. The binding affinity (normalized) is 0.119. (4) The peptide sequence is ISVQPLWEW. The MHC is HLA-B57:01 with pseudo-sequence HLA-B57:01. The binding affinity (normalized) is 0.480. (5) The peptide sequence is HSDTHGLYW. The MHC is HLA-B15:01 with pseudo-sequence HLA-B15:01. The binding affinity (normalized) is 0.0847. (6) The peptide sequence is FTLINWRSV. The MHC is HLA-B27:03 with pseudo-sequence HLA-B27:03. The binding affinity (normalized) is 0.0847. (7) The peptide sequence is RKIYDLIEL. The MHC is HLA-A11:01 with pseudo-sequence HLA-A11:01. The binding affinity (normalized) is 0. (8) The MHC is HLA-A02:01 with pseudo-sequence HLA-A02:01. The binding affinity (normalized) is 1.00. The peptide sequence is FLFPDTRGV. (9) The peptide sequence is NVHRSQFAQ. The MHC is HLA-B15:17 with pseudo-sequence HLA-B15:17. The binding affinity (normalized) is 0.0847.